This data is from Full USPTO retrosynthesis dataset with 1.9M reactions from patents (1976-2016). The task is: Predict the reactants needed to synthesize the given product. (1) Given the product [Br:1][C:2]1[CH:7]=[N:6][C:5]([O:8][C:18]2[CH:23]=[CH:22][CH:21]=[CH:20][CH:19]=2)=[N:4][CH:3]=1, predict the reactants needed to synthesize it. The reactants are: [Br:1][C:2]1[CH:3]=[N:4][C:5]([O:8]N2C3=NC=CC=C3N=N2)=[N:6][CH:7]=1.[C:18]1(B(O)O)[CH:23]=[CH:22][CH:21]=[CH:20][CH:19]=1.C([O-])([O-])=O.[Cs+].[Cs+]. (2) Given the product [Br:17][C:18]1[CH:23]=[C:22]([F:24])[CH:21]=[CH:20][C:19]=1[C@H:25]1[C:30]([C:31]([O:33][CH3:34])=[O:32])=[C:29]([CH2:35][N:16]2[CH:14]3[CH2:15][NH:8][CH2:9][CH:10]2[CH2:11][O:12][CH2:13]3)[NH:28][C:27]([C:37]2[S:38][CH:39]=[CH:40][N:41]=2)=[N:26]1, predict the reactants needed to synthesize it. The reactants are: C(OC([N:8]1[CH2:15][CH:14]2[NH:16][CH:10]([CH2:11][O:12][CH2:13]2)[CH2:9]1)=O)(C)(C)C.[Br:17][C:18]1[CH:23]=[C:22]([F:24])[CH:21]=[CH:20][C:19]=1[C@H:25]1[C:30]([C:31]([O:33][CH3:34])=[O:32])=[C:29]([CH2:35]Br)[NH:28][C:27]([C:37]2[S:38][CH:39]=[CH:40][N:41]=2)=[N:26]1.COC(C1[C@H](C2C=CC(F)=CC=2Cl)N=C(C2SC=CN=2)NC=1CBr)=O. (3) Given the product [CH3:30][S:31]([O:22][CH:19]([C:9]1[N:10]=[C:11]2[CH2:18][CH2:17][CH2:16][CH2:15][N:12]2[C:13](=[O:14])[C:8]=1[CH2:1][C:2]1[CH:7]=[CH:6][CH:5]=[CH:4][CH:3]=1)[CH2:20][CH3:21])(=[O:33])=[O:32], predict the reactants needed to synthesize it. The reactants are: [CH2:1]([C:8]1[C:13](=[O:14])[N:12]2[CH2:15][CH2:16][CH2:17][CH2:18][C:11]2=[N:10][C:9]=1[CH:19]([OH:22])[CH2:20][CH3:21])[C:2]1[CH:7]=[CH:6][CH:5]=[CH:4][CH:3]=1.C(N(CC)CC)C.[CH3:30][S:31](Cl)(=[O:33])=[O:32]. (4) The reactants are: [F:1][C:2]([F:30])([C:11]1[CH:16]=[C:15]([N+:17]([O-:19])=[O:18])[CH:14]=[C:13]([O:20]CC2C=CC(OC)=CC=2)[CH:12]=1)[C:3]1[CH:4]=[C:5]([CH:8]=[CH:9][CH:10]=1)[C:6]#[N:7].C(O)(C(F)(F)F)=O. Given the product [F:1][C:2]([F:30])([C:11]1[CH:16]=[C:15]([N+:17]([O-:19])=[O:18])[CH:14]=[C:13]([OH:20])[CH:12]=1)[C:3]1[CH:4]=[C:5]([CH:8]=[CH:9][CH:10]=1)[C:6]#[N:7], predict the reactants needed to synthesize it. (5) Given the product [S:3]1[CH:4]=[CH:5][N:6]=[C:2]1[CH2:1][C:23]([C:20]1[CH:21]=[CH:22][C:16]2[O:15][CH2:14][C:13](=[O:12])[NH:18][C:17]=2[CH:19]=1)=[O:24], predict the reactants needed to synthesize it. The reactants are: [CH3:1][C:2]1[S:3][CH:4]=[CH:5][N:6]=1.C([Li])CCC.[O:12]=[C:13]1[NH:18][C:17]2[CH:19]=[C:20]([C:23](OC)=[O:24])[CH:21]=[CH:22][C:16]=2[O:15][CH2:14]1.Cl. (6) Given the product [CH:32]([NH:28][C:24]([CH:12]1[CH2:13][N:14]([C:17]([O:19][C:20]([CH3:23])([CH3:22])[CH3:21])=[O:18])[CH2:15][CH2:16][N:11]1[C:9]([O:8][CH2:1][C:2]1[CH:3]=[CH:4][CH:5]=[CH:6][CH:7]=1)=[O:10])=[O:26])([CH3:33])[CH3:31], predict the reactants needed to synthesize it. The reactants are: [CH2:1]([O:8][C:9]([N:11]1[CH2:16][CH2:15][N:14]([C:17]([O:19][C:20]([CH3:23])([CH3:22])[CH3:21])=[O:18])[CH2:13][CH:12]1[C:24]([OH:26])=O)=[O:10])[C:2]1[CH:7]=[CH:6][CH:5]=[CH:4][CH:3]=1.O[N:28]1[C:32]2[CH:33]=CC=C[C:31]=2N=N1.CN1CCOCC1.C(N)(C)C. (7) The reactants are: [OH:1][N:2]=[C:3]([C:10]1[O:14][CH:13]=[N:12][C:11]=1[CH3:15])[C:4]1[CH:9]=[CH:8][CH:7]=[CH:6][CH:5]=1.Br[CH2:17][C:18]1[N:23]=[C:22]([N:24]2[C:32](=[O:33])[C:31]3[C:26](=[CH:27][CH:28]=[CH:29][CH:30]=3)[C:25]2=[O:34])[CH:21]=[CH:20][CH:19]=1.C(=O)([O-])[O-].[Cs+].[Cs+].[I-].[K+]. Given the product [CH3:15][C:11]1[N:12]=[CH:13][O:14][C:10]=1[C:3](=[N:2][O:1][CH2:17][C:18]1[N:23]=[C:22]([N:24]2[C:25](=[O:34])[C:26]3[C:31](=[CH:30][CH:29]=[CH:28][CH:27]=3)[C:32]2=[O:33])[CH:21]=[CH:20][CH:19]=1)[C:4]1[CH:5]=[CH:6][CH:7]=[CH:8][CH:9]=1, predict the reactants needed to synthesize it.